From a dataset of Reaction yield outcomes from USPTO patents with 853,638 reactions. Predict the reaction yield, written as a fraction of the theoretical maximum amount of product (1.0 means a 100% yield; for example, 0.34 means a 34% yield). The reactants are [CH3:1][C:2]1[CH:11]=[C:10]2[C:5]([C:6]([C:15]3[CH:20]=[CH:19][CH:18]=[CH:17][CH:16]=3)=[C:7]([C:13]#[N:14])[C:8](=[NH:12])[O:9]2)=[CH:4][C:3]=1[Cl:21].CC1C(Cl)=CC(C(C2C=CC=CC=2)=O)=C(O)C=1.C(#N)CC#N.N1CCCCC1. The catalyst is C(O)C. The product is [NH2:12][C:8]1[O:9][C:10]2[C:5]([CH:6]([C:15]3[CH:16]=[CH:17][CH:18]=[CH:19][CH:20]=3)[C:7]=1[C:13]#[N:14])=[CH:4][C:3]([Cl:21])=[C:2]([CH3:1])[CH:11]=2. The yield is 0.170.